This data is from Forward reaction prediction with 1.9M reactions from USPTO patents (1976-2016). The task is: Predict the product of the given reaction. Given the reactants [CH2:1]([O:3][C:4]([C:6]1[CH:7]([C:18]2[CH:23]=[CH:22][C:21]([F:24])=[CH:20][CH:19]=2)[NH:8][C:9](=[O:17])[N:10]([CH2:12][O:13][CH2:14][CH2:15][CH3:16])[CH:11]=1)=[O:5])[CH3:2].[CH3:25][Si](C)(C)N[Si](C)(C)C.[K].CI.[NH4+].[Cl-], predict the reaction product. The product is: [CH2:1]([O:3][C:4]([C:6]1[CH:7]([C:18]2[CH:23]=[CH:22][C:21]([F:24])=[CH:20][CH:19]=2)[N:8]([CH3:25])[C:9](=[O:17])[N:10]([CH2:12][O:13][CH2:14][CH2:15][CH3:16])[CH:11]=1)=[O:5])[CH3:2].